From a dataset of Reaction yield outcomes from USPTO patents with 853,638 reactions. Predict the reaction yield, written as a fraction of the theoretical maximum amount of product (1.0 means a 100% yield; for example, 0.34 means a 34% yield). (1) The reactants are [N+:1]([C:4]1[CH:9]=[CH:8][C:7]([N:10]2[CH2:15][CH2:14][O:13][CH2:12][CH2:11]2)=[CH:6][CH:5]=1)([O-])=O.N. The catalyst is CO.[Pd]. The product is [N:10]1([C:7]2[CH:8]=[CH:9][C:4]([NH2:1])=[CH:5][CH:6]=2)[CH2:11][CH2:12][O:13][CH2:14][CH2:15]1. The yield is 0.700. (2) The reactants are [N+:1]([C:4]1[CH:12]=[C:11]2[C:7]([CH:8]=[CH:9][NH:10]2)=[CH:6][CH:5]=1)([O-:3])=[O:2].ClS([N:17]=[C:18]=O)(=O)=O.C([O-])(O)=O.[Na+]. The catalyst is CN(C=O)C.CC#N. The product is [N+:1]([C:4]1[CH:12]=[C:11]2[C:7]([C:8]([C:18]#[N:17])=[CH:9][NH:10]2)=[CH:6][CH:5]=1)([O-:3])=[O:2]. The yield is 0.820. (3) The reactants are [CH3:1][C:2]1[N:3]=[C:4]([NH2:8])[S:5][C:6]=1[CH3:7].Br[CH2:10][CH:11]1[CH2:16][CH2:15][O:14][CH2:13][CH2:12]1. No catalyst specified. The product is [CH3:1][C:2]1[N:3]([CH2:10][CH:11]2[CH2:16][CH2:15][O:14][CH2:13][CH2:12]2)[C:4](=[NH:8])[S:5][C:6]=1[CH3:7]. The yield is 0.130. (4) The reactants are [CH2:1]([N:8]1[C:17]2[C:12](=[CH:13][C:14]([C:18]#[N:19])=[CH:15][CH:16]=2)[CH2:11][CH:10]([NH:20][S:21]([C:24]2[CH:29]=[CH:28][CH:27]=[CH:26][CH:25]=2)(=[O:23])=[O:22])[CH2:9]1)[C:2]1[CH:7]=[CH:6][CH:5]=[CH:4][CH:3]=1.I([Cl:33])(=O)=O.I(Cl)(=O)=O.I(Cl)(=O)=O.I(Cl)(=O)=O.C([N+](C)(C)C)C1C=CC=CC=1. The catalyst is C(O)(=O)C. The product is [CH2:1]([N:8]1[C:17]2[C:12](=[CH:13][C:14]([C:18]#[N:19])=[CH:15][C:16]=2[Cl:33])[CH2:11][CH:10]([NH:20][S:21]([C:24]2[CH:29]=[CH:28][CH:27]=[CH:26][CH:25]=2)(=[O:23])=[O:22])[CH2:9]1)[C:2]1[CH:3]=[CH:4][CH:5]=[CH:6][CH:7]=1. The yield is 0.820. (5) The reactants are [CH:1]1[C:13]2[CH:12]([CH2:14][O:15][C:16]([NH:18][C@H:19]([C:23]([NH:25][C@H:26]([C:34]([NH:36][C:37]3[CH:42]=[CH:41][C:40]([CH2:43][OH:44])=[CH:39][CH:38]=3)=[O:35])[CH2:27][CH2:28][CH2:29][NH:30][C:31](=[O:33])[NH2:32])=[O:24])[CH:20]([CH3:22])[CH3:21])=[O:17])[C:11]3[C:6](=[CH:7][CH:8]=[CH:9][CH:10]=3)[C:5]=2[CH:4]=[CH:3][CH:2]=1.[N+](C1C=CC(O[C:55](=[O:66])[O:56][C:57]2[CH:62]=CC([N+]([O-])=O)=C[CH:58]=2)=CC=1)([O-])=O.C[CH2:68][N:69](C(C)C)[CH:70](C)C.[C:76](O)(C(F)(F)F)=O.[CH3:83][N:84]([CH:86]=[O:87])[CH3:85]. The catalyst is O.C(#N)C. The product is [CH:10]1[C:11]2[CH:12]([CH2:14][O:15][C:16]([NH:18][C@H:19]([C:23]([NH:25][C@H:26]([C:34]([NH:36][C:37]3[CH:38]=[CH:39][C:40]([CH2:43][O:44][C:86](=[O:87])[N:84]([CH3:85])[CH2:83][CH2:68][N:69]([CH3:70])[C:55](=[O:66])[O:56][C:57]([CH3:58])([CH3:62])[CH3:76])=[CH:41][CH:42]=3)=[O:35])[CH2:27][CH2:28][CH2:29][NH:30][C:31](=[O:33])[NH2:32])=[O:24])[CH:20]([CH3:22])[CH3:21])=[O:17])[C:13]3[C:5](=[CH:4][CH:3]=[CH:2][CH:1]=3)[C:6]=2[CH:7]=[CH:8][CH:9]=1. The yield is 0.400. (6) The yield is 0.950. No catalyst specified. The product is [CH2:17]([O:19][C:20](=[O:33])[CH2:21][O:22][C:23]1[CH:28]=[CH:27][CH:26]=[C:25]([C:29]([CH2:30][CH3:31])=[C:8]([C:10]2[CH:15]=[CH:14][C:13]([OH:16])=[CH:12][CH:11]=2)[C:5]2[CH:6]=[CH:7][C:2]([OH:1])=[CH:3][CH:4]=2)[CH:24]=1)[CH3:18]. The reactants are [OH:1][C:2]1[CH:7]=[CH:6][C:5]([C:8]([C:10]2[CH:15]=[CH:14][C:13]([OH:16])=[CH:12][CH:11]=2)=O)=[CH:4][CH:3]=1.[CH2:17]([O:19][C:20](=[O:33])[CH2:21][O:22][C:23]1[CH:28]=[CH:27][CH:26]=[C:25]([C:29](=O)[CH2:30][CH3:31])[CH:24]=1)[CH3:18].